From a dataset of Full USPTO retrosynthesis dataset with 1.9M reactions from patents (1976-2016). Predict the reactants needed to synthesize the given product. (1) The reactants are: [NH:1]1[C:9]2[C:4](=[CH:5][C:6]([S:10](Cl)(=[O:12])=[O:11])=[CH:7][CH:8]=2)[CH:3]=[N:2]1.Cl.[N:15]1([CH2:21][CH:22]([N:26]2[CH:30]=[C:29]([C:31]3[C:32]4[CH:39]=[CH:38][N:37](COCC[Si](C)(C)C)[C:33]=4[N:34]=[CH:35][N:36]=3)[CH:28]=[N:27]2)[CH2:23][C:24]#[N:25])[CH2:20][CH2:19][NH:18][CH2:17][CH2:16]1.C(N(CC)CC)C. Given the product [NH:1]1[C:9]2[C:4](=[CH:5][C:6]([S:10]([N:18]3[CH2:17][CH2:16][N:15]([CH2:21][CH:22]([N:26]4[CH:30]=[C:29]([C:31]5[C:32]6[CH:39]=[CH:38][NH:37][C:33]=6[N:34]=[CH:35][N:36]=5)[CH:28]=[N:27]4)[CH2:23][C:24]#[N:25])[CH2:20][CH2:19]3)(=[O:12])=[O:11])=[CH:7][CH:8]=2)[CH:3]=[N:2]1, predict the reactants needed to synthesize it. (2) Given the product [CH3:22][C:6]1([CH3:5])[CH2:7][CH2:8][C:9]2[C:21](=[CH:3][CH:12]=[CH:11][CH:10]=2)[C:20]1=[O:19], predict the reactants needed to synthesize it. The reactants are: [H-].[Na+].[C:3]1(=O)[C:12]2[C:7](=[CH:8][CH:9]=[CH:10][CH:11]=2)[CH2:6][CH2:5]C1.CI.C([O:19][CH2:20][CH3:21])(=O)C.[CH3:22]CCCCC.